From a dataset of Reaction yield outcomes from USPTO patents with 853,638 reactions. Predict the reaction yield, written as a fraction of the theoretical maximum amount of product (1.0 means a 100% yield; for example, 0.34 means a 34% yield). (1) The reactants are [Br:1][C:2]1[CH:3]=[C:4]([NH:8][C:9]2[C:14]([NH2:15])=[CH:13][CH:12]=[CH:11][N:10]=2)[CH:5]=[CH:6][CH:7]=1.[N+:16]([O-])([O-])=O.[Na+]. The catalyst is C(O)(=O)C.O.C(Cl)Cl. The product is [Br:1][C:2]1[CH:3]=[C:4]([N:8]2[C:9]3=[N:10][CH:11]=[CH:12][CH:13]=[C:14]3[N:15]=[N:16]2)[CH:5]=[CH:6][CH:7]=1. The yield is 0.730. (2) No catalyst specified. The yield is 0.360. The reactants are [SH:1][C:2]1[O:6][C:5]([C:7]2[CH:12]=[CH:11][N:10]=[C:9]([NH:13][C:14](=[O:23])[CH2:15][CH2:16][C:17]3[CH:22]=[CH:21][CH:20]=[CH:19][CH:18]=3)[CH:8]=2)=[N:4][N:3]=1.Br[CH2:25][C:26]1[CH:27]=[C:28]([CH:31]=[CH:32][CH:33]=1)[C:29]#[N:30]. The product is [C:29]([C:28]1[CH:27]=[C:26]([CH:33]=[CH:32][CH:31]=1)[CH2:25][S:1][C:2]1[O:6][C:5]([C:7]2[CH:12]=[CH:11][N:10]=[C:9]([NH:13][C:14](=[O:23])[CH2:15][CH2:16][C:17]3[CH:18]=[CH:19][CH:20]=[CH:21][CH:22]=3)[CH:8]=2)=[N:4][N:3]=1)#[N:30].